This data is from Reaction yield outcomes from USPTO patents with 853,638 reactions. The task is: Predict the reaction yield, written as a fraction of the theoretical maximum amount of product (1.0 means a 100% yield; for example, 0.34 means a 34% yield). (1) The reactants are [BH4-].[Na+].[Br:3][C:4]1[CH:9]=[CH:8][C:7]([C:10]2[CH2:11][CH2:12][CH2:13][N:14]=2)=[CH:6][CH:5]=1. The catalyst is O.CO. The product is [Br:3][C:4]1[CH:5]=[CH:6][C:7]([CH:10]2[CH2:11][CH2:12][CH2:13][NH:14]2)=[CH:8][CH:9]=1. The yield is 0.840. (2) The reactants are [Cl:1]N1C(=O)CCC1=O.[CH3:9][N:10]1[CH:19]=[CH:18][C:17]2[C:12](=[CH:13][CH:14]=[N:15][CH:16]=2)[C:11]1=[O:20]. The catalyst is C(#N)C. The product is [Cl:1][C:18]1[C:17]2[C:12](=[CH:13][CH:14]=[N:15][CH:16]=2)[C:11](=[O:20])[N:10]([CH3:9])[CH:19]=1. The yield is 0.560. (3) The reactants are [H-].[H-].[H-].[H-].[Li+].[Al+3].[C:7]([NH:11][C:12]1[C:17]([C:18](OCC)=[O:19])=[CH:16][N:15]=[C:14]([Cl:23])[CH:13]=1)([CH3:10])([CH3:9])[CH3:8]. The catalyst is C1COCC1. The product is [C:7]([NH:11][C:12]1[CH:13]=[C:14]([Cl:23])[N:15]=[CH:16][C:17]=1[CH2:18][OH:19])([CH3:10])([CH3:8])[CH3:9]. The yield is 0.862. (4) The reactants are [Si:1]([O:8][C:9]1[CH:14]=[CH:13][C:12]([C:15]2[N:16]=[C:17]([C:22]3[CH:27]=[CH:26][C:25]([N:28]([CH3:30])[CH3:29])=[CH:24][CH:23]=3)[C:18]([NH2:21])=[N:19][CH:20]=2)=[CH:11][CH:10]=1)([C:4]([CH3:7])([CH3:6])[CH3:5])([CH3:3])[CH3:2].[Si:31]([O:38][C:39]1[CH:44]=[CH:43][C:42]([CH2:45][C:46](Cl)=[O:47])=[CH:41][CH:40]=1)([C:34]([CH3:37])([CH3:36])[CH3:35])([CH3:33])[CH3:32].O. The catalyst is CN(C)C1C=CN=CC=1.N1C=CC=CC=1. The product is [Si:31]([O:38][C:39]1[CH:40]=[CH:41][C:42]([CH2:45][C:46]([NH:21][C:18]2[C:17]([C:22]3[CH:27]=[CH:26][C:25]([N:28]([CH3:30])[CH3:29])=[CH:24][CH:23]=3)=[N:16][C:15]([C:12]3[CH:11]=[CH:10][C:9]([O:8][Si:1]([C:4]([CH3:7])([CH3:6])[CH3:5])([CH3:3])[CH3:2])=[CH:14][CH:13]=3)=[CH:20][N:19]=2)=[O:47])=[CH:43][CH:44]=1)([C:34]([CH3:37])([CH3:36])[CH3:35])([CH3:33])[CH3:32]. The yield is 0.400. (5) The reactants are [Cl:1][C:2]1[CH:7]=[C:6]([Cl:8])[N:5]=[C:4]([S:9][CH3:10])[N:3]=1.C([Li])CCC.[O:16]1[CH2:20][CH2:19]OS1(=O)=O.C(=O)=O.Cl.CC1CCCO1. The catalyst is C1COCC1. The product is [Cl:1][C:2]1[C:7]([CH2:19][CH2:20][OH:16])=[C:6]([Cl:8])[N:5]=[C:4]([S:9][CH3:10])[N:3]=1. The yield is 0.760. (6) The reactants are C([O:8][C:9]1[CH:20]=[CH:19][C:12]2[C:13](=O)[C:14]([CH3:17])([CH3:16])[O:15][C:11]=2[CH:10]=1)C1C=CC=CC=1.[H][H]. The catalyst is CO.[OH-].[Pd+2].[OH-]. The product is [CH3:16][C:14]1([CH3:17])[CH2:13][C:12]2[CH:19]=[CH:20][C:9]([OH:8])=[CH:10][C:11]=2[O:15]1. The yield is 0.880. (7) The reactants are Cl[C:2]1[N:7]2[N:8]=[C:9]([CH3:11])[CH:10]=[C:6]2[N:5]=[C:4]([NH:12][C:13](=[O:24])[C:14]2[CH:19]=[CH:18][C:17]([C:20]([OH:23])([CH3:22])[CH3:21])=[CH:16][CH:15]=2)[CH:3]=1.[CH3:25][N:26]([CH3:36])[S:27]([N:30]1[CH2:35][CH2:34][NH:33][CH2:32][CH2:31]1)(=[O:29])=[O:28]. The catalyst is CN(C=O)C.CS(C)=O.CO. The product is [CH3:25][N:26]([CH3:36])[S:27]([N:30]1[CH2:35][CH2:34][N:33]([C:2]2[N:7]3[N:8]=[C:9]([CH3:11])[CH:10]=[C:6]3[N:5]=[C:4]([NH:12][C:13](=[O:24])[C:14]3[CH:19]=[CH:18][C:17]([C:20]([OH:23])([CH3:22])[CH3:21])=[CH:16][CH:15]=3)[CH:3]=2)[CH2:32][CH2:31]1)(=[O:28])=[O:29]. The yield is 0.810.